This data is from Catalyst prediction with 721,799 reactions and 888 catalyst types from USPTO. The task is: Predict which catalyst facilitates the given reaction. (1) Reactant: [C:1]1([CH:7]2[CH2:16][CH2:15][C:14]3[C:9](=[CH:10][CH:11]=[C:12]([O:17][C:18]4[S:19][C:20]([CH:23]=O)=[CH:21][N:22]=4)[CH:13]=3)[O:8]2)[CH:6]=[CH:5][CH:4]=[CH:3][CH:2]=1.[N:25]1[CH:30]=[CH:29][C:28](NC)=[CH:27][CH:26]=1.[C:33]([BH3-])#[N:34].[Na+]. Product: [C:1]1([CH:7]2[CH2:16][CH2:15][C:14]3[C:9](=[CH:10][CH:11]=[C:12]([O:17][C:18]4[S:19][C:20]([CH2:23][NH:34][CH2:33][C:28]5[CH:27]=[CH:26][N:25]=[CH:30][CH:29]=5)=[CH:21][N:22]=4)[CH:13]=3)[O:8]2)[CH:2]=[CH:3][CH:4]=[CH:5][CH:6]=1. The catalyst class is: 506. (2) Reactant: [NH2:1][C@@H:2]([C:7]1[CH:16]=[CH:15][C:14]2[C:9](=[CH:10][CH:11]=[CH:12][CH:13]=2)[CH:8]=1)[C:3]([CH3:6])([OH:5])[CH3:4].C([N:19]([CH2:22][CH3:23])CC)C.[CH3:24][C:25]([CH3:32])([C:29](Cl)=[O:30])[C:26](Cl)=[O:27].[Cl-].[NH4+]. Product: [CH:8]1[C:9]2[C:14](=[CH:13][CH:12]=[CH:11][CH:10]=2)[CH:15]=[CH:16][C:7]=1[C@H:2]([NH:1][C:26](=[O:27])[C:25]([CH3:32])([CH3:24])[C:29]([NH:19][C@@H:22]([C:23]1[CH:7]=[CH:8][C:9]2[C:14](=[CH:13][CH:12]=[CH:11][CH:10]=2)[CH:15]=1)[C:3]([CH3:2])([OH:5])[CH3:4])=[O:30])[C:3]([OH:5])([CH3:6])[CH3:4]. The catalyst class is: 4. (3) Reactant: [Cl:1][C:2]1[CH:19]=[CH:18][C:5]([CH2:6][N:7]2[CH2:12][CH2:11][CH:10]([NH:13][CH2:14][CH2:15][CH2:16][OH:17])[CH2:9][CH2:8]2)=[CH:4][CH:3]=1.CCN(CC)CC.[C:27](O[C:27]([O:29][C:30]([CH3:33])([CH3:32])[CH3:31])=[O:28])([O:29][C:30]([CH3:33])([CH3:32])[CH3:31])=[O:28]. The catalyst class is: 4. Product: [Cl:1][C:2]1[CH:19]=[CH:18][C:5]([CH2:6][N:7]2[CH2:8][CH2:9][CH:10]([N:13]([CH2:14][CH2:15][CH2:16][OH:17])[C:27](=[O:28])[O:29][C:30]([CH3:33])([CH3:32])[CH3:31])[CH2:11][CH2:12]2)=[CH:4][CH:3]=1. (4) Reactant: O1CCCC1.C(Cl)(=O)C(Cl)=O.CC1(C)[O:17][C@@H:16]([C@H:18]2[O:22][CH:21]([OH:23])[C@H:20]3[O:24]C(C)(C)[O:26][C@@H:19]23)[CH2:15][O:14]1.C(N(CC)CC)C. Product: [O:14]=[CH:15][C@H:16]([C@H:18]([C@@H:19]([C@@H:20]([CH2:21][OH:23])[OH:24])[OH:26])[OH:22])[OH:17]. The catalyst class is: 695. (5) Reactant: [F:1][C:2]([F:31])([F:30])[C:3]1[CH:4]=[C:5]([CH:23]=[C:24]([C:26]([F:29])([F:28])[F:27])[CH:25]=1)[C:6]([N:8]1[CH2:13][CH2:12][NH:11][CH2:10][C@H:9]1[CH2:14][C:15]1[CH:20]=[CH:19][C:18]([CH3:21])=[C:17]([CH3:22])[CH:16]=1)=[O:7].N12CCCN=C1CCCCC2.[CH:43]([CH:45]=[CH2:46])=[O:44]. Product: [F:31][C:2]([F:1])([F:30])[C:3]1[CH:4]=[C:5]([CH:23]=[C:24]([C:26]([F:27])([F:28])[F:29])[CH:25]=1)[C:6]([N:8]1[CH2:13][CH2:12][N:11]([CH2:46][CH2:45][CH:43]=[O:44])[CH2:10][C@H:9]1[CH2:14][C:15]1[CH:20]=[CH:19][C:18]([CH3:21])=[C:17]([CH3:22])[CH:16]=1)=[O:7]. The catalyst class is: 30. (6) Reactant: [CH3:1][O:2][C:3]1[CH:8]=[CH:7][C:6]([C:9]2[CH:10]=[N:11][C:12]([NH:15][C:16]3[CH:33]=[CH:32][C:19]([O:20][CH2:21][CH2:22][N:23]4[CH2:28][CH2:27][CH:26]([C:29]([OH:31])=[O:30])[CH2:25][CH2:24]4)=[CH:18][CH:17]=3)=[N:13][CH:14]=2)=[CH:5][CH:4]=1.Cl[CH2:35][CH2:36]OC1C=CC(NC2N=CC(C3C=CC(OC)=CC=3)=CN=2)=CC=1.[I-].[Na+].N1CCC(C(OCC)=O)CC1. Product: [CH2:35]([O:30][C:29]([CH:26]1[CH2:25][CH2:24][N:23]([CH2:22][CH2:21][O:20][C:19]2[CH:32]=[CH:33][C:16]([NH:15][C:12]3[N:11]=[CH:10][C:9]([C:6]4[CH:5]=[CH:4][C:3]([O:2][CH3:1])=[CH:8][CH:7]=4)=[CH:14][N:13]=3)=[CH:17][CH:18]=2)[CH2:28][CH2:27]1)=[O:31])[CH3:36]. The catalyst class is: 3. (7) Reactant: Cl.Cl.[Cl:3][C:4]1[C:5]([CH2:10][NH2:11])=[N:6][CH:7]=[CH:8][N:9]=1.C(N(CC)C(C)C)(C)C.Cl.CN(C)CCCN=C=NCC.ON1C2C=CC=CC=2N=N1.[CH2:43]([O:50][C:51]([N:53]1[CH2:58][CH2:57][CH:56]([C:59](O)=[O:60])[CH2:55][CH2:54]1)=[O:52])[C:44]1[CH:49]=[CH:48][CH:47]=[CH:46][CH:45]=1. Product: [Cl:3][C:4]1[C:5]([CH2:10][NH:11][C:59]([CH:56]2[CH2:57][CH2:58][N:53]([C:51]([O:50][CH2:43][C:44]3[CH:45]=[CH:46][CH:47]=[CH:48][CH:49]=3)=[O:52])[CH2:54][CH2:55]2)=[O:60])=[N:6][CH:7]=[CH:8][N:9]=1. The catalyst class is: 2.